This data is from Forward reaction prediction with 1.9M reactions from USPTO patents (1976-2016). The task is: Predict the product of the given reaction. (1) Given the reactants [Cl:1][C:2]1[CH:3]=[C:4]([NH:21][C:22]2[C:32]3[CH:31]=[C:30]([C:33]([O:35][CH3:36])=[O:34])[CH2:29][CH2:28][NH:27][C:26]=3[N:25]=[CH:24][N:23]=2)[CH:5]=[CH:6][C:7]=1[O:8][C:9]1[CH:14]=[CH:13][CH:12]=[C:11]([S:15][CH2:16][C:17]([F:20])([F:19])[F:18])[CH:10]=1.ClC1C=CC=C(C(OO)=[O:45])C=1.S([O-])([O-])(=O)=S.[Na+].[Na+], predict the reaction product. The product is: [Cl:1][C:2]1[CH:3]=[C:4]([NH:21][C:22]2[C:32]3[CH:31]=[C:30]([C:33]([O:35][CH3:36])=[O:34])[CH2:29][CH2:28][NH:27][C:26]=3[N:25]=[CH:24][N:23]=2)[CH:5]=[CH:6][C:7]=1[O:8][C:9]1[CH:14]=[CH:13][CH:12]=[C:11]([S:15]([CH2:16][C:17]([F:18])([F:19])[F:20])=[O:45])[CH:10]=1. (2) Given the reactants C(O)(=O)C.OO.[CH:7]1([C:10]2[N:11]=[C:12](S)[N:13]([C:15]3[C:16]([CH3:24])=[CH:17][C:18]([F:23])=[C:19]([CH:22]=3)[C:20]#[N:21])[CH:14]=2)[CH2:9][CH2:8]1.S([O-])([O-])=O.[Na+].[Na+], predict the reaction product. The product is: [CH:7]1([C:10]2[N:11]=[CH:12][N:13]([C:15]3[C:16]([CH3:24])=[CH:17][C:18]([F:23])=[C:19]([CH:22]=3)[C:20]#[N:21])[CH:14]=2)[CH2:8][CH2:9]1. (3) Given the reactants N(OC(C)(C)C)=O.ON1C(=O)C2=CC=CC=C2C1=O.[CH3:20][C:21]1[CH:29]=[CH:28][C:24]([CH:25]=[N:26]O)=[CH:23][CH:22]=1.CC1C=CC(C=O)=CC=1, predict the reaction product. The product is: [CH3:20][C:21]1[CH:29]=[CH:28][C:24]([C:25]#[N:26])=[CH:23][CH:22]=1. (4) Given the reactants C(=O)([O-])[O-].[Cs+].[Cs+].Cl[CH2:8][C:9]([C:11]1[CH:16]=[N:15][CH:14]=[CH:13][N:12]=1)=[O:10].[Cl:17][C:18]1[CH:41]=[CH:40][C:21]([CH2:22][NH:23][C:24]([C:26]2[C:27](=[O:39])[C:28]3[CH:35]=[C:34]([CH2:36][NH:37][CH3:38])[S:33][C:29]=3[N:30]([CH3:32])[CH:31]=2)=[O:25])=[CH:20][CH:19]=1, predict the reaction product. The product is: [Cl:17][C:18]1[CH:19]=[CH:20][C:21]([CH2:22][NH:23][C:24]([C:26]2[C:27](=[O:39])[C:28]3[CH:35]=[C:34]([CH2:36][N:37]([CH3:38])[CH2:8][C:9](=[O:10])[C:11]4[CH:16]=[N:15][CH:14]=[CH:13][N:12]=4)[S:33][C:29]=3[N:30]([CH3:32])[CH:31]=2)=[O:25])=[CH:40][CH:41]=1.